This data is from NCI-60 drug combinations with 297,098 pairs across 59 cell lines. The task is: Regression. Given two drug SMILES strings and cell line genomic features, predict the synergy score measuring deviation from expected non-interaction effect. (1) Drug 1: C1CCC(CC1)NC(=O)N(CCCl)N=O. Drug 2: CN(C(=O)NC(C=O)C(C(C(CO)O)O)O)N=O. Cell line: M14. Synergy scores: CSS=-2.11, Synergy_ZIP=-1.51, Synergy_Bliss=-4.54, Synergy_Loewe=-4.73, Synergy_HSA=-5.13. (2) Drug 1: CC1=CC=C(C=C1)C2=CC(=NN2C3=CC=C(C=C3)S(=O)(=O)N)C(F)(F)F. Drug 2: COCCOC1=C(C=C2C(=C1)C(=NC=N2)NC3=CC=CC(=C3)C#C)OCCOC.Cl. Cell line: NCI/ADR-RES. Synergy scores: CSS=4.30, Synergy_ZIP=-2.94, Synergy_Bliss=-0.0684, Synergy_Loewe=-0.406, Synergy_HSA=-0.234. (3) Drug 1: C1CCC(CC1)NC(=O)N(CCCl)N=O. Drug 2: C(CC(=O)O)C(=O)CN.Cl. Cell line: OVCAR-4. Synergy scores: CSS=5.36, Synergy_ZIP=-3.07, Synergy_Bliss=1.94, Synergy_Loewe=0.175, Synergy_HSA=2.42. (4) Synergy scores: CSS=16.5, Synergy_ZIP=-7.84, Synergy_Bliss=2.35, Synergy_Loewe=-4.25, Synergy_HSA=2.79. Cell line: SK-MEL-5. Drug 1: CC1=C(N=C(N=C1N)C(CC(=O)N)NCC(C(=O)N)N)C(=O)NC(C(C2=CN=CN2)OC3C(C(C(C(O3)CO)O)O)OC4C(C(C(C(O4)CO)O)OC(=O)N)O)C(=O)NC(C)C(C(C)C(=O)NC(C(C)O)C(=O)NCCC5=NC(=CS5)C6=NC(=CS6)C(=O)NCCC[S+](C)C)O. Drug 2: CC(C)NC(=O)C1=CC=C(C=C1)CNNC.Cl. (5) Drug 1: C1CN(CCN1C(=O)CCBr)C(=O)CCBr. Drug 2: C1=NNC2=C1C(=O)NC=N2. Cell line: HL-60(TB). Synergy scores: CSS=73.0, Synergy_ZIP=-3.59, Synergy_Bliss=-2.78, Synergy_Loewe=-12.8, Synergy_HSA=-2.01. (6) Drug 1: C1CC(=O)NC(=O)C1N2CC3=C(C2=O)C=CC=C3N. Drug 2: C1=C(C(=O)NC(=O)N1)N(CCCl)CCCl. Cell line: NCI/ADR-RES. Synergy scores: CSS=17.8, Synergy_ZIP=-8.34, Synergy_Bliss=0.329, Synergy_Loewe=-7.57, Synergy_HSA=2.69.